Dataset: Full USPTO retrosynthesis dataset with 1.9M reactions from patents (1976-2016). Task: Predict the reactants needed to synthesize the given product. (1) Given the product [F:8][C:9]([F:19])([F:20])[O:10][C:11]1[CH:18]=[CH:17][C:14]([CH2:15][NH:16][C:1](=[O:6])[C:2]([CH3:5])([CH3:4])[CH3:3])=[CH:13][CH:12]=1, predict the reactants needed to synthesize it. The reactants are: [C:1](Cl)(=[O:6])[C:2]([CH3:5])([CH3:4])[CH3:3].[F:8][C:9]([F:20])([F:19])[O:10][C:11]1[CH:18]=[CH:17][C:14]([CH2:15][NH2:16])=[CH:13][CH:12]=1. (2) Given the product [Br:6][C:7]1[CH:8]=[C:9]([CH:13]=[C:14]([Br:17])[C:15]=1[F:16])[C:10]#[N:12], predict the reactants needed to synthesize it. The reactants are: P(Cl)(Cl)(Cl)=O.[Br:6][C:7]1[CH:8]=[C:9]([CH:13]=[C:14]([Br:17])[C:15]=1[F:16])[C:10]([NH2:12])=O. (3) Given the product [NH2:53][C:54]1[CH:50]=[C:49]([C:31]2[CH:32]=[CH:33][C:28]([C:8]3[N:9]([CH2:19][C:20]([N:22]4[CH2:27][CH2:26][O:25][CH2:24][CH2:23]4)=[O:21])[C:10]4[C:15]([C:7]=3[CH:1]3[CH2:6][CH2:5][CH2:4][CH2:3][CH2:2]3)=[CH:14][CH:13]=[C:12]([C:16]([OH:18])=[O:17])[CH:11]=4)=[CH:29][CH:30]=2)[CH:48]=[CH:47][CH:55]=1, predict the reactants needed to synthesize it. The reactants are: [CH:1]1([C:7]2[C:15]3[C:10](=[CH:11][C:12]([C:16]([OH:18])=[O:17])=[CH:13][CH:14]=3)[N:9]([CH2:19][C:20]([N:22]3[CH2:27][CH2:26][O:25][CH2:24][CH2:23]3)=[O:21])[C:8]=2[C:28]2[CH:33]=[CH:32][C:31](C3C=CC(N(C)C)=CC=3)=[CH:30][CH:29]=2)[CH2:6][CH2:5][CH2:4][CH2:3][CH2:2]1.COC([C:47]1[CH:55]=[C:54]2[C:50](C(C3CCCCC3)=C(C3C=CC(OS(C(F)(F)F)(=O)=O)=CC=3)[N:53]2CC(N2CCOCC2)=O)=[CH:49][CH:48]=1)=O.NC1C=C(B(O)O)C=CC=1. (4) Given the product [NH2:1][C:2]1[N:10]=[CH:9][N:8]=[C:7]2[C:3]=1[N:4]=[C:5]([S:18][C:19]1[CH:24]=[C:23]([O:25][CH3:26])[CH:22]=[CH:21][C:20]=1[I:27])[N:6]2[CH2:11][CH2:12][CH2:13][OH:14], predict the reactants needed to synthesize it. The reactants are: [NH2:1][C:2]1[N:10]=[CH:9][N:8]=[C:7]2[C:3]=1[N:4]=[C:5]([S:18][C:19]1[CH:24]=[C:23]([O:25][CH3:26])[CH:22]=[CH:21][C:20]=1[I:27])[N:6]2[CH2:11][CH2:12][CH2:13][O:14]C(=O)C.C([O-])([O-])=O.[K+].[K+]. (5) Given the product [Cl:1][C:2]1[CH:3]=[C:4]([O:17][CH2:18][C:19]2[C:20]([F:26])=[CH:21][CH:22]=[CH:23][C:24]=2[F:25])[C:5]2[N:6]([C:8]([C:12]([OH:14])=[O:13])=[C:9]([CH3:11])[N:10]=2)[CH:7]=1, predict the reactants needed to synthesize it. The reactants are: [Cl:1][C:2]1[CH:3]=[C:4]([O:17][CH2:18][C:19]2[C:24]([F:25])=[CH:23][CH:22]=[CH:21][C:20]=2[F:26])[C:5]2[N:6]([C:8]([C:12]([O:14]CC)=[O:13])=[C:9]([CH3:11])[N:10]=2)[CH:7]=1.[OH-].[Li+].Cl. (6) Given the product [CH3:31][S:32]([O:1][C@@H:2]1[CH2:7][CH2:6][CH2:5][N:4]([CH:8]2[CH2:9][CH2:10][N:11]([C:14]([O:16][C:17]([CH3:18])([CH3:20])[CH3:19])=[O:15])[CH2:12][CH2:13]2)[C:3]1=[O:21])(=[O:34])=[O:33], predict the reactants needed to synthesize it. The reactants are: [OH:1][C@@H:2]1[CH2:7][CH2:6][CH2:5][N:4]([CH:8]2[CH2:13][CH2:12][N:11]([C:14]([O:16][C:17]([CH3:20])([CH3:19])[CH3:18])=[O:15])[CH2:10][CH2:9]2)[C:3]1=[O:21].C(N(C(C)C)C(C)C)C.[CH3:31][S:32](Cl)(=[O:34])=[O:33].C([O-])(O)=O.[Na+]. (7) The reactants are: C([Cl:4])(=O)C.C(O[C:10](=O)[N:11]([C@H:13]([C:15](=[O:46])[NH:16][C@@H:17]([CH:40]1[CH2:45][CH2:44][CH2:43][CH2:42][CH2:41]1)[C:18]([N:20]1[CH2:28][C:27]2[C:22](=[CH:23][CH:24]=[CH:25][CH:26]=2)[C@H:21]1[C:29](=[O:39])[NH:30][C:31]1[C:36]([F:37])=[CH:35][CH:34]=[CH:33][C:32]=1[F:38])=[O:19])[CH3:14])C)(C)(C)C. Given the product [ClH:4].[F:38][C:32]1[CH:33]=[CH:34][CH:35]=[C:36]([F:37])[C:31]=1[NH:30][C:29]([C@@H:21]1[C:22]2[C:27](=[CH:26][CH:25]=[CH:24][CH:23]=2)[CH2:28][N:20]1[C:18](=[O:19])[C@H:17]([CH:40]1[CH2:45][CH2:44][CH2:43][CH2:42][CH2:41]1)[NH:16][C:15](=[O:46])[C@@H:13]([NH:11][CH3:10])[CH3:14])=[O:39], predict the reactants needed to synthesize it. (8) Given the product [Br:1][C:2]1[CH:7]=[CH:6][C:5]([N:8]2[CH:12]=[CH:11][C:10]([NH:13][CH3:14])=[N:9]2)=[CH:4][C:3]=1[O:21][CH3:22], predict the reactants needed to synthesize it. The reactants are: [Br:1][C:2]1[CH:7]=[CH:6][C:5]([N:8]2[CH:12]=[CH:11][C:10]([N:13](C)[C:14](=O)C(F)(F)F)=[N:9]2)=[CH:4][C:3]=1[O:21][CH3:22].[O-]CC.[Na+].O. (9) Given the product [CH2:1]([O:3][C:4](=[O:25])[CH2:5][N:6]([S:37]([CH3:36])(=[O:39])=[O:38])[C:7]1[CH:12]=[CH:11][C:10]([O:13][C:14]2[CH:19]=[CH:18][C:17]([N+:20]([O-:22])=[O:21])=[CH:16][N:15]=2)=[C:9]([O:23][CH3:24])[CH:8]=1)[CH3:2], predict the reactants needed to synthesize it. The reactants are: [CH2:1]([O:3][C:4](=[O:25])[CH2:5][NH:6][C:7]1[CH:12]=[CH:11][C:10]([O:13][C:14]2[CH:19]=[CH:18][C:17]([N+:20]([O-:22])=[O:21])=[CH:16][N:15]=2)=[C:9]([O:23][CH3:24])[CH:8]=1)[CH3:2].ClCCl.C(N(CC)CC)C.[CH3:36][S:37](Cl)(=[O:39])=[O:38]. (10) Given the product [C:42]([O:41][C:39]([N:32]1[C:33]2[C:38](=[CH:37][CH:36]=[CH:35][CH:34]=2)[C:30]([CH2:29][CH:13]2[C:12](=[O:46])[N:11]([CH2:10][C:9]([OH:47])=[O:8])[C:17]3[CH:18]=[CH:19][CH:20]=[CH:21][C:16]=3[N:15]([C:22]3[CH:23]=[CH:24][CH:25]=[CH:26][CH:27]=3)[C:14]2=[O:28])=[N:31]1)=[O:40])([CH3:45])([CH3:43])[CH3:44], predict the reactants needed to synthesize it. The reactants are: C([O:8][C:9](=[O:47])[CH2:10][N:11]1[C:17]2[CH:18]=[CH:19][CH:20]=[CH:21][C:16]=2[N:15]([C:22]2[CH:27]=[CH:26][CH:25]=[CH:24][CH:23]=2)[C:14](=[O:28])[CH:13]([CH2:29][C:30]2[C:38]3[C:33](=[CH:34][CH:35]=[CH:36][CH:37]=3)[N:32]([C:39]([O:41][C:42]([CH3:45])([CH3:44])[CH3:43])=[O:40])[N:31]=2)[C:12]1=[O:46])C1C=CC=CC=1.